Dataset: Full USPTO retrosynthesis dataset with 1.9M reactions from patents (1976-2016). Task: Predict the reactants needed to synthesize the given product. (1) Given the product [CH3:21][C@@H:22]1[CH2:26][CH2:25][CH2:24][N:23]1[CH2:2][CH2:3][CH2:4][O:5][C:6]1[CH:7]=[CH:8][C:9]2[C:18]3[C:13](=[CH:14][C:15](=[O:19])[NH:16][N:17]=3)[CH2:12][CH2:11][C:10]=2[CH:20]=1, predict the reactants needed to synthesize it. The reactants are: Cl[CH2:2][CH2:3][CH2:4][O:5][C:6]1[CH:7]=[CH:8][C:9]2[C:18]3[C:13](=[CH:14][C:15](=[O:19])[NH:16][N:17]=3)[CH2:12][CH2:11][C:10]=2[CH:20]=1.[CH3:21][C@@H:22]1[CH2:26][CH2:25][CH2:24][NH2+:23]1.C1(S([O-])(=O)=O)C=CC=CC=1.C(=O)([O-])[O-].[K+].[K+].[I-].[K+]. (2) Given the product [ClH:2].[Cl:2][C:3]1[CH:4]=[C:5]2[C:10](=[CH:11][CH:12]=1)[O:9][CH2:8][CH2:7][CH:6]2[NH:13][C:15]1[CH:20]=[C:19]([N:37]2[CH2:31][CH2:30][NH:29][CH2:26][CH2:28]2)[CH:18]=[CH:17][C:16]=1[S:22]([CH3:25])(=[O:24])=[O:23], predict the reactants needed to synthesize it. The reactants are: Cl.[Cl:2][C:3]1[CH:4]=[C:5]2[C:10](=[CH:11][CH:12]=1)[O:9][CH2:8][CH2:7][CH:6]2[NH2:13].F[C:15]1[CH:20]=[C:19](F)[CH:18]=[CH:17][C:16]=1[S:22]([CH3:25])(=[O:24])=[O:23].[CH:26]([N:29](C(C)C)[CH2:30][CH3:31])([CH3:28])C.O.C[N:37](C)C=O. (3) Given the product [N+:1]([C:4]1[CH:5]=[C:6]([Br:13])[C:7]2[S:11][CH:10]=[N:9][C:8]=2[CH:12]=1)([O-:3])=[O:2], predict the reactants needed to synthesize it. The reactants are: [N+:1]([C:4]1[C:5](N)=[C:6]([Br:13])[C:7]2[S:11][CH:10]=[N:9][C:8]=2[CH:12]=1)([O-:3])=[O:2].N(OS(=O)(=O)O)=O.O[PH2]=O.CCOC(C)=O. (4) Given the product [F:1][C:2]1[CH:3]=[C:4]([N:9]2[CH2:13][C@H:12]([CH2:14][N:15]3[CH:19]=[C:18]([CH3:20])[N:17]=[N:16]3)[O:11][C:10]2=[O:21])[CH:5]=[CH:6][C:7]=1[C:27]1[O:31][N:30]=[C:29]([CH3:32])[CH:28]=1, predict the reactants needed to synthesize it. The reactants are: [F:1][C:2]1[CH:3]=[C:4]([N:9]2[CH2:13][C@H:12]([CH2:14][N:15]3[CH:19]=[C:18]([CH3:20])[N:17]=[N:16]3)[O:11][C:10]2=[O:21])[CH:5]=[CH:6][C:7]=1I.C([Sn](CCCC)(CCCC)[C:27]1[O:31][N:30]=[C:29]([CH3:32])[CH:28]=1)CCC. (5) Given the product [CH:3]1([CH:8]([C:14]2[CH:18]=[CH:17][S:16][CH:15]=2)[C:9]([OH:11])=[O:10])[CH2:7][CH2:6][CH2:5][CH2:4]1, predict the reactants needed to synthesize it. The reactants are: [OH-].[Na+].[CH:3]1([CH:8]([C:14]2[CH:18]=[CH:17][S:16][CH:15]=2)[C:9]([O:11]CC)=[O:10])[CH2:7][CH2:6][CH2:5][CH2:4]1. (6) Given the product [CH:18]1([CH:8]([C:7]2[C:3]([CH2:1][CH3:2])=[N:4][N:5]([C:10]3[CH:15]=[CH:14][CH:13]=[C:12]([O:16][CH3:17])[CH:11]=3)[CH:6]=2)[OH:9])[CH2:23][CH2:22][CH2:21][CH2:20][CH2:19]1, predict the reactants needed to synthesize it. The reactants are: [CH2:1]([C:3]1[C:7]([CH:8]=[O:9])=[CH:6][N:5]([C:10]2[CH:15]=[CH:14][CH:13]=[C:12]([O:16][CH3:17])[CH:11]=2)[N:4]=1)[CH3:2].[CH:18]1([Mg]Br)[CH2:23][CH2:22][CH2:21][CH2:20][CH2:19]1. (7) Given the product [C:24]([O:23][C:21]([NH:2][CH2:1][CH2:3][C:4]1[CH:13]=[CH:12][C:7]([C:8]([O:10][CH3:11])=[O:9])=[CH:6][CH:5]=1)=[O:22])([CH3:27])([CH3:26])[CH3:25], predict the reactants needed to synthesize it. The reactants are: [C:1]([CH2:3][C:4]1[CH:13]=[CH:12][C:7]([C:8]([O:10][CH3:11])=[O:9])=[CH:6][CH:5]=1)#[N:2].C(N(CC)CC)C.[C:21](O[C:21]([O:23][C:24]([CH3:27])([CH3:26])[CH3:25])=[O:22])([O:23][C:24]([CH3:27])([CH3:26])[CH3:25])=[O:22].